Dataset: Full USPTO retrosynthesis dataset with 1.9M reactions from patents (1976-2016). Task: Predict the reactants needed to synthesize the given product. (1) Given the product [CH:19]([O:22][C:23]1[CH:24]=[C:25]([CH:29]=[CH:30][CH:31]=1)[C:26]([N:2]([CH2:3][C:4]1[CH:5]=[CH:6][C:7]([C:10]2[O:14][N:13]=[C:12]([O:15][CH2:16][O:17][CH3:18])[CH:11]=2)=[CH:8][CH:9]=1)[CH3:1])=[O:27])([CH3:21])[CH3:20], predict the reactants needed to synthesize it. The reactants are: [CH3:1][NH:2][CH2:3][C:4]1[CH:9]=[CH:8][C:7]([C:10]2[O:14][N:13]=[C:12]([O:15][CH2:16][O:17][CH3:18])[CH:11]=2)=[CH:6][CH:5]=1.[CH:19]([O:22][C:23]1[CH:24]=[C:25]([CH:29]=[CH:30][CH:31]=1)[C:26](Cl)=[O:27])([CH3:21])[CH3:20].C(N(CC)CC)C. (2) The reactants are: Cl[C:2]1[CH:3]=[C:4]([NH:10][C:11]2[CH:20]=[C:14]3[CH2:15][N:16]([CH3:19])[CH2:17][CH2:18][N:13]3[N:12]=2)[C:5](=[O:9])[N:6]([CH3:8])[N:7]=1.[C:21]([O:24][CH2:25][C:26]1[C:27]([N:41]2[CH2:52][CH2:51][N:50]3[C:43](=[CH:44][C:45]4[CH2:46][C:47]([CH3:54])([CH3:53])[CH2:48][C:49]=43)[C:42]2=[O:55])=[N:28][CH:29]=[CH:30][C:31]=1B1OC(C)(C)C(C)(C)O1)(=[O:23])[CH3:22].[O-]P([O-])([O-])=O.[K+].[K+].[K+].C([O-])(=O)C.[Na+]. Given the product [C:21]([O:24][CH2:25][C:26]1[C:27]([N:41]2[CH2:52][CH2:51][N:50]3[C:43](=[CH:44][C:45]4[CH2:46][C:47]([CH3:54])([CH3:53])[CH2:48][C:49]=43)[C:42]2=[O:55])=[N:28][CH:29]=[CH:30][C:31]=1[C:2]1[CH:3]=[C:4]([NH:10][C:11]2[CH:20]=[C:14]3[CH2:15][N:16]([CH3:19])[CH2:17][CH2:18][N:13]3[N:12]=2)[C:5](=[O:9])[N:6]([CH3:8])[N:7]=1)(=[O:23])[CH3:22], predict the reactants needed to synthesize it. (3) Given the product [Cl:24][C:4]1[CH:3]=[C:2]([N:27]2[CH2:28][CH2:29][O:25][C:26]2=[O:30])[CH:7]=[CH:6][C:5]=1[C:8]([N:10]1[CH2:15][CH2:14][N:13]([C:16]2[CH:21]=[CH:20][C:19]([CH3:22])=[CH:18][C:17]=2[CH3:23])[CH2:12][CH2:11]1)=[O:9], predict the reactants needed to synthesize it. The reactants are: Br[C:2]1[CH:7]=[CH:6][C:5]([C:8]([N:10]2[CH2:15][CH2:14][N:13]([C:16]3[CH:21]=[CH:20][C:19]([CH3:22])=[CH:18][C:17]=3[CH3:23])[CH2:12][CH2:11]2)=[O:9])=[C:4]([Cl:24])[CH:3]=1.[O:25]1[CH2:29][CH2:28][NH:27][C:26]1=[O:30].